Dataset: CYP2C19 inhibition data for predicting drug metabolism from PubChem BioAssay. Task: Regression/Classification. Given a drug SMILES string, predict its absorption, distribution, metabolism, or excretion properties. Task type varies by dataset: regression for continuous measurements (e.g., permeability, clearance, half-life) or binary classification for categorical outcomes (e.g., BBB penetration, CYP inhibition). Dataset: cyp2c19_veith. (1) The molecule is CCCCOc1ccc(CN2CCC(O)CC2)cc1. The result is 0 (non-inhibitor). (2) The molecule is O=C(NCC1COc2ccccc2O1)C1C2C=CC3(CN(Cc4cccs4)C(=O)C13)O2. The result is 1 (inhibitor). (3) The molecule is CC(C)(C)c1nnc(NC(=O)c2cc(-c3ccccc3)nc3ccccc23)s1. The result is 1 (inhibitor). (4) The result is 1 (inhibitor). The compound is CN1c2cccc3cccc(c23)N(C)C1c1cccs1. (5) The compound is CC(C)OCC(O)CN1CCNCC1.Cl. The result is 0 (non-inhibitor). (6) The drug is C[C@@H](C(=O)Nc1ccc2ccccc2c1)[C@@H]1C[C@@]1(C)[C@@H](NC(=O)c1cnccn1)c1ccccc1. The result is 0 (non-inhibitor). (7) The drug is C/C(CCc1ccc2c(c1)OCO2)=N\N=C1\NC(=O)CC(C(=O)Nc2ccccc2)S1. The result is 1 (inhibitor).